Dataset: Full USPTO retrosynthesis dataset with 1.9M reactions from patents (1976-2016). Task: Predict the reactants needed to synthesize the given product. (1) Given the product [NH2:1][C:4]1[CH:9]=[C:8]([C:10]([F:13])([F:12])[F:11])[CH:7]=[CH:6][C:5]=1[NH:14][CH2:15][CH2:16][OH:21], predict the reactants needed to synthesize it. The reactants are: [N+:1]([C:4]1[CH:9]=[C:8]([C:10]([F:13])([F:12])[F:11])[CH:7]=[CH:6][C:5]=1[NH:14][CH:15](O)[CH3:16])([O-])=O.C1C[O:21]CC1. (2) Given the product [C:1]([NH:3][C:4]([N:12]1[CH2:17][CH2:16][CH2:15][C@H:14]([CH2:18][N:19]2[C:23]3[CH:24]=[CH:25][CH:26]=[CH:27][C:22]=3[N:21]=[C:20]2[CH2:28][N:29]([CH3:40])[C@@H:30]2[C:39]3[N:38]=[CH:37][CH:36]=[CH:35][C:34]=3[CH2:33][CH2:32][CH2:31]2)[CH2:13]1)=[N:44][CH2:41][CH2:42][CH3:43])#[N:2], predict the reactants needed to synthesize it. The reactants are: [C:1]([N:3]=[C:4]([N:12]1[CH2:17][CH2:16][CH2:15][C@H:14]([CH2:18][N:19]2[C:23]3[CH:24]=[CH:25][CH:26]=[CH:27][C:22]=3[N:21]=[C:20]2[CH2:28][N:29]([CH3:40])[C@@H:30]2[C:39]3[N:38]=[CH:37][CH:36]=[CH:35][C:34]=3[CH2:33][CH2:32][CH2:31]2)[CH2:13]1)OC1C=CC=CC=1)#[N:2].[CH2:41]([NH2:44])[CH2:42][CH3:43].